Task: Regression/Classification. Given a drug SMILES string, predict its absorption, distribution, metabolism, or excretion properties. Task type varies by dataset: regression for continuous measurements (e.g., permeability, clearance, half-life) or binary classification for categorical outcomes (e.g., BBB penetration, CYP inhibition). Dataset: cyp3a4_veith.. Dataset: CYP3A4 inhibition data for predicting drug metabolism from PubChem BioAssay The drug is CC(=O)c1c(C(C)=O)c(C)n(NC(=O)c2ccccc2Cl)c1C. The result is 0 (non-inhibitor).